From a dataset of Catalyst prediction with 721,799 reactions and 888 catalyst types from USPTO. Predict which catalyst facilitates the given reaction. (1) Reactant: [CH2:1]([C:3]1[CH:9]=[CH:8][CH:7]=[C:6]([CH2:10][CH3:11])[C:4]=1[NH2:5])[CH3:2].[Li]N([Si](C)(C)C)[Si](C)(C)C.[O:22]=[C:23]1[C:29]2[NH:30][N:31]=[C:32]([C:33](OCC)=[O:34])[C:28]=2[CH2:27][CH2:26][CH2:25][CH2:24]1. Product: [CH2:1]([C:3]1[CH:9]=[CH:8][CH:7]=[C:6]([CH2:10][CH3:11])[C:4]=1[NH:5][C:33]([C:32]1[C:28]2[CH2:27][CH2:26][CH2:25][CH2:24][C:23](=[O:22])[C:29]=2[NH:30][N:31]=1)=[O:34])[CH3:2]. The catalyst class is: 1. (2) Reactant: [Br:1][C:2]1[N:6]=[CH:5][NH:4][N:3]=1.Cl[CH2:8][C:9]1[CH:14]=[CH:13][C:12]([O:15][CH3:16])=[CH:11][CH:10]=1.C(N(C(C)C)C(C)C)C.[I-].[K+]. Product: [Br:1][C:2]1[N:3]([CH2:8][C:9]2[CH:14]=[CH:13][C:12]([O:15][CH3:16])=[CH:11][CH:10]=2)[N:4]=[CH:5][N:6]=1. The catalyst class is: 192.